The task is: Predict the product of the given reaction.. This data is from Forward reaction prediction with 1.9M reactions from USPTO patents (1976-2016). (1) Given the reactants [F:1][CH:2]([F:32])[O:3][C:4]1[CH:9]=[CH:8][CH:7]=[CH:6][C:5]=1[CH:10]([O:12][C:13]1[CH:17]=[C:16]([N:18]2[C:26]3[CH:25]=[C:24]([CH2:27][OH:28])[N:23]=[CH:22][C:21]=3[N:20]=[CH:19]2)[S:15][C:14]=1[C:29]([NH2:31])=[O:30])[CH3:11].[CH3:33][S:34](Cl)(=[O:36])=[O:35].C(N(CC)CC)C, predict the reaction product. The product is: [CH3:33][S:34]([O:28][CH2:27][C:24]1[N:23]=[CH:22][C:21]2[N:20]=[CH:19][N:18]([C:16]3[S:15][C:14]([C:29](=[O:30])[NH2:31])=[C:13]([O:12][CH:10]([C:5]4[CH:6]=[CH:7][CH:8]=[CH:9][C:4]=4[O:3][CH:2]([F:1])[F:32])[CH3:11])[CH:17]=3)[C:26]=2[CH:25]=1)(=[O:36])=[O:35]. (2) Given the reactants [OH:1][C:2]1[CH:3]=[C:4]([CH:7]=[CH:8][C:9]=1[OH:10])[CH:5]=[O:6].[C:11](=[O:14])([O-])[O-].[K+].[K+].[CH3:17][O:18][CH2:19]Cl.O.[CH3:22]N(C=O)C, predict the reaction product. The product is: [CH3:17][O:18][CH2:19][O:1][C:2]1[CH:3]=[C:4]([CH:7]=[CH:8][C:9]=1[O:10][CH2:22][O:14][CH3:11])[CH:5]=[O:6]. (3) Given the reactants Br[C:2]1[CH:7]=[CH:6][C:5]([Br:8])=[CH:4][N:3]=1.[CH3:9][CH:10]([CH3:13])[C:11]#[N:12].C[Si]([N-][Si](C)(C)C)(C)C.[Na+].[NH4+].[Cl-], predict the reaction product. The product is: [Br:8][C:5]1[CH:6]=[CH:7][C:2]([C:10]([CH3:13])([CH3:9])[C:11]#[N:12])=[N:3][CH:4]=1.